From a dataset of Full USPTO retrosynthesis dataset with 1.9M reactions from patents (1976-2016). Predict the reactants needed to synthesize the given product. The reactants are: CN(C(ON1N=NC2C=CC=NC1=2)=[N+](C)C)C.F[P-](F)(F)(F)(F)F.C(#N)C.[NH2:28][C:29]1[CH:56]=[CH:55][CH:54]=[CH:53][C:30]=1[O:31][CH2:32][C:33]([OH:52])([CH3:51])[CH2:34][N:35]1[CH2:40][CH2:39][CH:38]([N:41]2[C:45]3[CH:46]=[CH:47][CH:48]=[CH:49][C:44]=3[NH:43][C:42]2=[O:50])[CH2:37][CH2:36]1.[N:57]1[CH:62]=[CH:61][CH:60]=[CH:59][C:58]=1[C:63](O)=[O:64].CCN(C(C)C)C(C)C. Given the product [OH:52][C:33]([CH3:51])([CH2:34][N:35]1[CH2:36][CH2:37][CH:38]([N:41]2[C:45]3[CH:46]=[CH:47][CH:48]=[CH:49][C:44]=3[NH:43][C:42]2=[O:50])[CH2:39][CH2:40]1)[CH2:32][O:31][C:30]1[CH:53]=[CH:54][CH:55]=[CH:56][C:29]=1[NH:28][C:63]([C:58]1[CH:59]=[CH:60][CH:61]=[CH:62][N:57]=1)=[O:64], predict the reactants needed to synthesize it.